Dataset: Human liver microsome stability data. Task: Regression/Classification. Given a drug SMILES string, predict its absorption, distribution, metabolism, or excretion properties. Task type varies by dataset: regression for continuous measurements (e.g., permeability, clearance, half-life) or binary classification for categorical outcomes (e.g., BBB penetration, CYP inhibition). Dataset: hlm. (1) The result is 0 (unstable in human liver microsomes). The compound is Cc1cc(C=CC#N)cc(C)c1Nc1ccnc(Nc2ccc(C#N)cc2)n1. (2) The drug is CC(=O)N1CCC(c2[nH]nc(-c3ccc(Cl)cc3)c2-c2ccncn2)CC1. The result is 0 (unstable in human liver microsomes). (3) The compound is O=C(O)CCc1cc(F)c(OCc2c(C(F)(F)F)ccn2-c2ccc(Cl)cc2)c(F)c1. The result is 0 (unstable in human liver microsomes). (4) The molecule is O=C(N[C@H](Cc1c[nH]c2ccccc12)C(=O)Nc1ccncc1)c1ccc(N2CCN(c3ccc(F)c(Cl)c3)CC2)cc1F. The result is 1 (stable in human liver microsomes). (5) The drug is O=S(=O)(Nc1cc(CO)ccc1Cl)c1ccc(-c2ccc(Br)cc2)cc1. The result is 0 (unstable in human liver microsomes).